This data is from Forward reaction prediction with 1.9M reactions from USPTO patents (1976-2016). The task is: Predict the product of the given reaction. (1) Given the reactants [CH:1]([NH:4][C:5]([C@H:7]1[CH2:11][CH2:10][CH2:9][C@H:8]1[NH:12][C:13]1[C:18]([Cl:19])=[CH:17][N:16]=[C:15]([NH:20][C:21]2[CH:26]=[CH:25][C:24]([N:27]3[CH2:32][CH2:31][CH:30]([N:33]4[CH2:38][CH2:37][NH:36][CH2:35][CH2:34]4)[CH2:29][CH2:28]3)=[CH:23][CH:22]=2)[N:14]=1)=[O:6])([CH3:3])[CH3:2].[CH:39](=O)[CH:40]([CH3:42])[CH3:41].C(O)(=O)C.C(O[BH-](OC(=O)C)OC(=O)C)(=O)C.[Na+], predict the reaction product. The product is: [CH:1]([NH:4][C:5]([C@H:7]1[CH2:11][CH2:10][CH2:9][C@H:8]1[NH:12][C:13]1[C:18]([Cl:19])=[CH:17][N:16]=[C:15]([NH:20][C:21]2[CH:22]=[CH:23][C:24]([N:27]3[CH2:32][CH2:31][CH:30]([N:33]4[CH2:38][CH2:37][N:36]([CH2:39][CH:40]([CH3:42])[CH3:41])[CH2:35][CH2:34]4)[CH2:29][CH2:28]3)=[CH:25][CH:26]=2)[N:14]=1)=[O:6])([CH3:3])[CH3:2]. (2) Given the reactants BrC1C=C(C=CC=1F)C(O)=O.C(N1CCNCC1)C.Br[C:21]1[CH:22]=[C:23]([C:28]([N:30]2[CH2:35][CH2:34][N:33]([CH2:36][CH3:37])[CH2:32][CH2:31]2)=[O:29])[CH:24]=[CH:25][C:26]=1[F:27].[CH3:38][O:39][C:40]1[CH:77]=[CH:76][C:43]([CH2:44][N:45]([CH2:67][C:68]2[CH:73]=[CH:72][C:71]([O:74][CH3:75])=[CH:70][CH:69]=2)[C:46]2[N:51]=[CH:50][C:49]([C:52]3[C:53]4[CH2:66][CH2:65][NH:64][C:54]=4[N:55]=[C:56]([N:58]4[CH2:63][CH2:62][O:61][CH2:60][CH2:59]4)[N:57]=3)=[CH:48][N:47]=2)=[CH:42][CH:41]=1, predict the reaction product. The product is: [CH3:75][O:74][C:71]1[CH:70]=[CH:69][C:68]([CH2:67][N:45]([CH2:44][C:43]2[CH:42]=[CH:41][C:40]([O:39][CH3:38])=[CH:77][CH:76]=2)[C:46]2[N:47]=[CH:48][C:49]([C:52]3[C:53]4[CH2:66][CH2:65][N:64]([C:21]5[CH:22]=[C:23]([C:28]([N:30]6[CH2:35][CH2:34][N:33]([CH2:36][CH3:37])[CH2:32][CH2:31]6)=[O:29])[CH:24]=[CH:25][C:26]=5[F:27])[C:54]=4[N:55]=[C:56]([N:58]4[CH2:63][CH2:62][O:61][CH2:60][CH2:59]4)[N:57]=3)=[CH:50][N:51]=2)=[CH:73][CH:72]=1. (3) Given the reactants C(OC(NC(C)(C([NH:13][CH:14]1[C@@H:21]2[N:17]([CH2:18][C@H:19]([O:29][C@@H:30]([C:32]3[CH:37]=[C:36]([C:38]([F:41])([F:40])[F:39])[CH:35]=[C:34]([C:42]([F:45])([F:44])[F:43])[CH:33]=3)[CH3:31])[C@H:20]2[C:22]2[CH:27]=[CH:26][C:25]([F:28])=[CH:24][CH:23]=2)[C:16](=[O:46])[CH2:15]1)=O)C)=O)(C)(C)C.Cl.N[CH:50]1C2N(CC(O[C@@H](C3C=C(C(F)(F)F)C=C(C(F)(F)F)C=3)C)C2C2C=CC(F)=CC=2)C(=O)C1, predict the reaction product. The product is: [NH2:13][CH:14]1[CH:21]2[N:17]([CH2:18][CH:19]([O:29][C@@H:30]([C:32]3[CH:33]=[C:34]([C:42]([F:45])([F:44])[F:43])[CH:35]=[C:36]([C:38]([F:39])([F:41])[F:40])[CH:37]=3)[CH3:31])[CH:20]2[C:22]2[CH:27]=[CH:26][C:25]([F:28])=[CH:24][C:23]=2[CH3:50])[C:16](=[O:46])[CH2:15]1.